Dataset: Experimentally validated miRNA-target interactions with 360,000+ pairs, plus equal number of negative samples. Task: Binary Classification. Given a miRNA mature sequence and a target amino acid sequence, predict their likelihood of interaction. (1) The miRNA is mmu-miR-486b-5p with sequence UCCUGUACUGAGCUGCCCCGAG. The protein sequence of the target gene is MPGPSPGLRRALLGLWAALGLGLFGLSAVSQEPFWADLQPRVAFVERGGSLWLNCSTNCPRPERGGLETSLRRNGTQRGLRWLARQLVDIREPETQPVCFFRCARRTLQARGLIRTFQRPDRVELMPLPPWQPVGENFTLSCRVPGAGPRASLTLTLLRGAQELIRRSFAGEPPRARGAVLTATVLARREDHGANFSCRAELDLRPHGLGLFENSSAPRELRTFSLSPDAPRLAAPRLLEVGSERPVSCTLDGLFPASEARVYLALGDQNLSPDVTLEGDAFVATATATASAEQEGARQL.... Result: 0 (no interaction). (2) The miRNA is hsa-miR-148b-5p with sequence AAGUUCUGUUAUACACUCAGGC. The protein sequence of the target gene is MLPGWELTLCLLVSLGFHFRSFYEVYKVSREHEEELDQEFELEMDTLFGGLKKDPTDFEWNFWMEWGKRRLVWLFIGHMAVSQLATLLTKKHRPWIVMVYGMWACWCVLGAPGVVMVLLHSTIAFCVAQFRSVLLSWLCSLLLLSTLRLQSVEEVKRRWYKTENEYYLLQFTLTVRCLYYTSFSLELCRQPPSAQPTPSAQGASHSYPWLLTYVFYYPVFHNGPILNFPEFFRQMQQPELNSLQHSLCIVAKGLGRLLCWWWLAELMVHLMYMHALYSSAPLLESVSCWTLGGLALAQVL.... Result: 0 (no interaction). (3) The miRNA is hsa-miR-6781-5p with sequence CGGGCCGGAGGUCAAGGGCGU. The protein sequence of the target gene is MVANFFKSLILPYIHKLCKGMFTKKLGNTNKNKEYRQQKKDQDFPTAGQTKSPKFSYTFKSTVKKIAKCSSTHNLSTEEDEASKEFSLSPTFSYRVAIANGLQKNAKVTNSDNEDLLQELSSIESSYSESLNELRSSTENQAQSTHTMPVRRNRKSSSSLAPSEGSSDGERTLHGLKLGALRKLRKWKKSQECVSSDSELSTMKKSWGIRSKSLDRTVRNPKTNALEPGFSSSGCISQTHDVMEMIFKELQGISQIETELSELRGHVNALKHSIDEISSSVEVVQSEIEQLRTGFVQSRR.... Result: 0 (no interaction). (4) The protein sequence of the target gene is MAKSKTKHRLCSQESSVSALLASCTLSGSNSSNSDGSFHYKDKLYRSASQALQAYIDDFDLGQIYPGASTGKINIDEDFTNMSQFCNYIYKPNNAFENLDHKKHSNFISCRRHTVNDIDSMSLTTDDLLRLPADGSFSYTYVGPSHRTSKKNKKCRGRLGSLDIEKNPHFQGPYTSMGKDNFVTPVIRSNINGKQCGDKIELLILKAKRNLEQCTEELPKSMKKDDSPCSLDKLEADRSWENIPVTFKSPVPVNSDDSPQQTSRAKSAKGVLEDFLNNDNQSCTLSGGKHHGPVEALKQM.... Result: 0 (no interaction). The miRNA is hsa-miR-454-5p with sequence ACCCUAUCAAUAUUGUCUCUGC.